This data is from Forward reaction prediction with 1.9M reactions from USPTO patents (1976-2016). The task is: Predict the product of the given reaction. (1) Given the reactants [CH3:1][S:2](Cl)(=[O:4])=[O:3].[OH:6][CH2:7][CH2:8][CH2:9][Si:10]([CH3:38])([CH3:37])[O:11][Si:12]([O:29][Si:30]([CH3:36])([CH3:35])[CH2:31][CH2:32][CH2:33][OH:34])([O:21][Si:22]([CH3:28])([CH3:27])[CH2:23][CH2:24][CH2:25][OH:26])[O:13][Si:14]([CH3:20])([CH3:19])[CH2:15][CH2:16][CH2:17][OH:18], predict the reaction product. The product is: [CH3:1][S:2]([O:6][CH2:7][CH2:8][CH2:9][Si:10]([CH3:37])([CH3:38])[O:11][Si:12]([O:29][Si:30]([CH3:35])([CH3:36])[CH2:31][CH2:32][CH2:33][O:34][S:2]([CH3:1])(=[O:4])=[O:3])([O:13][Si:14]([CH3:19])([CH3:20])[CH2:15][CH2:16][CH2:17][O:18][S:2]([CH3:1])(=[O:4])=[O:3])[O:21][Si:22]([CH3:28])([CH3:27])[CH2:23][CH2:24][CH2:25][O:26][S:2]([CH3:1])(=[O:4])=[O:3])(=[O:4])=[O:3]. (2) Given the reactants [C:1]1([C:7]23[CH2:15][CH:11]4[CH2:12][CH:13]([CH2:14]2)[C:9]([NH2:16])([CH2:10]4)[CH2:8]3)[CH:6]=[CH:5][CH:4]=[CH:3][CH:2]=1.C([O-])([O-])=O.[K+].[K+].Cl[CH2:24][C:25]([N:27]1[CH2:31][CH2:30][CH2:29][C@H:28]1[C:32]#[N:33])=[O:26], predict the reaction product. The product is: [C:1]1([C:7]23[CH2:15][CH:11]4[CH2:10][C:9]([NH:16][CH2:24][C:25]([N:27]5[CH2:31][CH2:30][CH2:29][C@H:28]5[C:32]#[N:33])=[O:26])([CH2:8]2)[CH:13]([CH2:12]4)[CH2:14]3)[CH:2]=[CH:3][CH:4]=[CH:5][CH:6]=1. (3) Given the reactants [O:1]=[C:2]1[NH:10][C:5]2=[N:6][CH:7]=[CH:8][CH:9]=[C:4]2[N:3]1[CH:11]1[CH2:16][CH2:15][N:14](C(OC(C)(C)C)=O)[CH2:13][CH2:12]1.CO.[ClH:26], predict the reaction product. The product is: [ClH:26].[ClH:26].[O:1]=[C:2]1[NH:10][C:5]2=[N:6][CH:7]=[CH:8][CH:9]=[C:4]2[N:3]1[CH:11]1[CH2:16][CH2:15][NH:14][CH2:13][CH2:12]1. (4) Given the reactants [NH2:1][N:2]1[C:7](=[O:8])[C:6]2[S:9][CH:10]=[CH:11][C:5]=2[C:4]([C:12]2[CH:17]=[CH:16][CH:15]=[CH:14][CH:13]=2)=[N:3]1.[Br:18][C:19]12[CH2:28][CH:23]3[CH2:24][CH:25]([CH2:27][C:21]([CH2:29][C:30](O)=[O:31])([CH2:22]3)[CH2:20]1)[CH2:26]2, predict the reaction product. The product is: [Br:18][C:19]12[CH2:28][CH:23]3[CH2:24][CH:25]([CH2:27][C:21]([CH2:29][C:30]([NH:1][N:2]4[C:7](=[O:8])[C:6]5[S:9][CH:10]=[CH:11][C:5]=5[C:4]([C:12]5[CH:17]=[CH:16][CH:15]=[CH:14][CH:13]=5)=[N:3]4)=[O:31])([CH2:22]3)[CH2:20]1)[CH2:26]2. (5) The product is: [C:9]([O:12][C@@H:13]([CH2:17][CH2:18][O:19][CH3:20])[C:14]([NH:8][C:5]1[CH:4]=[CH:3][C:2]([CH3:1])=[CH:7][N:6]=1)=[O:15])(=[O:11])[CH3:10]. Given the reactants [CH3:1][C:2]1[CH:3]=[CH:4][C:5]([NH2:8])=[N:6][CH:7]=1.[C:9]([O:12][C@@H:13]([CH2:17][CH2:18][O:19][CH3:20])[C:14](O)=[O:15])(=[O:11])[CH3:10].O.[Cl-].COC1N=C(OC)N=C([N+]2(C)CCOCC2)N=1, predict the reaction product. (6) Given the reactants [CH3:1][N:2]([CH3:27])[C:3]([C:5]1[N:6]([CH3:26])[C:7]2[C:15]([CH:16]=1)=[C:14]1[C:10]([C:11](=[O:18])[NH:12][C:13]1=[O:17])=[C:9]([C:19]1[CH:24]=[CH:23][CH:22]=[CH:21][C:20]=1[Cl:25])[CH:8]=2)=[O:4].[Br:28]Br.N(C(C)(C)C#N)=NC(C)(C)C#N.O, predict the reaction product. The product is: [CH3:1][N:2]([CH3:27])[C:3]([C:5]1[N:6]([CH3:26])[C:7]2[C:15]([C:16]=1[Br:28])=[C:14]1[C:10]([C:11](=[O:18])[NH:12][C:13]1=[O:17])=[C:9]([C:19]1[CH:24]=[CH:23][CH:22]=[CH:21][C:20]=1[Cl:25])[CH:8]=2)=[O:4].